From a dataset of Peptide-MHC class I binding affinity with 185,985 pairs from IEDB/IMGT. Regression. Given a peptide amino acid sequence and an MHC pseudo amino acid sequence, predict their binding affinity value. This is MHC class I binding data. (1) The peptide sequence is LTHGADPNA. The MHC is HLA-A02:06 with pseudo-sequence HLA-A02:06. The binding affinity (normalized) is 0.0492. (2) The peptide sequence is TAFTIPSI. The MHC is HLA-B53:01 with pseudo-sequence HLA-B53:01. The binding affinity (normalized) is 0.240. (3) The peptide sequence is LKILVLSIL. The MHC is HLA-A01:01 with pseudo-sequence HLA-A01:01. The binding affinity (normalized) is 0.482.